From a dataset of Catalyst prediction with 721,799 reactions and 888 catalyst types from USPTO. Predict which catalyst facilitates the given reaction. Reactant: [S:1]1[CH:5]=[CH:4][N:3]=[C:2]1[C:6]#[C:7][C:8]1[C:9]([NH:24]C(=O)C(F)(F)F)=[C:10]([CH:21]=[CH:22][CH:23]=1)[C:11]([O:13][CH2:14][C:15]1[CH:20]=[CH:19][CH:18]=[CH:17][CH:16]=1)=[O:12].[C@@H]1(N)CCCC[C@H]1N.P([O-])([O-])([O-])=O.[K+].[K+].[K+].[Cl-].[NH4+]. Product: [S:1]1[CH:5]=[CH:4][N:3]=[C:2]1[C:6]1[NH:24][C:9]2[C:8]([CH:7]=1)=[CH:23][CH:22]=[CH:21][C:10]=2[C:11]([O:13][CH2:14][C:15]1[CH:20]=[CH:19][CH:18]=[CH:17][CH:16]=1)=[O:12]. The catalyst class is: 830.